Dataset: Full USPTO retrosynthesis dataset with 1.9M reactions from patents (1976-2016). Task: Predict the reactants needed to synthesize the given product. (1) Given the product [CH:28]1([C:31]([N:13]2[CH2:14][CH2:15][C@@H:11]([CH2:10][NH:9][C:6]3[CH:7]=[CH:8][C:3]([F:2])=[CH:4][C:5]=3[N+:16]([O-:18])=[O:17])[CH2:12]2)=[O:32])[CH2:30][CH2:29]1, predict the reactants needed to synthesize it. The reactants are: Cl.[F:2][C:3]1[CH:8]=[CH:7][C:6]([NH:9][CH2:10][C@@H:11]2[CH2:15][CH2:14][NH:13][CH2:12]2)=[C:5]([N+:16]([O-:18])=[O:17])[CH:4]=1.CCN(C(C)C)C(C)C.[CH:28]1([C:31](Cl)=[O:32])[CH2:30][CH2:29]1. (2) Given the product [NH2:16][CH:15]([CH2:14][C:13]1[CH:20]=[CH:21][C:10]([N+:7]([O-:9])=[O:8])=[CH:11][CH:12]=1)[CH2:17][OH:18], predict the reactants needed to synthesize it. The reactants are: [H-].[Al+3].[Li+].[H-].[H-].[H-].[N+:7]([C:10]1[CH:21]=[CH:20][C:13]([CH2:14][CH:15]([C:17](O)=[O:18])[NH2:16])=[CH:12][CH:11]=1)([O-:9])=[O:8].O.[OH-].[Na+]. (3) Given the product [CH2:20]([O:19][CH2:18][CH2:17][O:8][C:5]1[CH:6]=[CH:7][C:2]([Br:1])=[C:3]([CH3:9])[CH:4]=1)[C:21]1[CH:26]=[CH:25][CH:24]=[CH:23][CH:22]=1, predict the reactants needed to synthesize it. The reactants are: [Br:1][C:2]1[CH:7]=[CH:6][C:5]([OH:8])=[CH:4][C:3]=1[CH3:9].C(=O)([O-])[O-].[Cs+].[Cs+].Br[CH2:17][CH2:18][O:19][CH2:20][C:21]1[CH:26]=[CH:25][CH:24]=[CH:23][CH:22]=1.[I-].[Na+]. (4) Given the product [C:1]([C:5]1[CH:6]=[C:7]([NH:18][C:19](=[O:50])[NH:20][CH2:21][C:22]2[CH:48]=[C:47]([F:49])[CH:46]=[CH:45][C:23]=2[CH2:24][O:25][C:26]2[CH:31]=[C:30]([CH3:32])[N:29]([C:33]3[CH:34]=[C:35]([CH:39]=[CH:40][C:41]=3[CH3:42])[C:36]([NH:61][CH2:57][CH2:58][N:59]([CH3:62])[CH3:60])=[O:37])[C:28](=[O:43])[C:27]=2[Cl:44])[N:8]([C:10]2[CH:15]=[CH:14][C:13]([Cl:16])=[C:12]([OH:17])[CH:11]=2)[N:9]=1)([CH3:4])([CH3:3])[CH3:2], predict the reactants needed to synthesize it. The reactants are: [C:1]([C:5]1[CH:6]=[C:7]([NH:18][C:19](=[O:50])[NH:20][CH2:21][C:22]2[CH:48]=[C:47]([F:49])[CH:46]=[CH:45][C:23]=2[CH2:24][O:25][C:26]2[CH:31]=[C:30]([CH3:32])[N:29]([C:33]3[CH:34]=[C:35]([CH:39]=[CH:40][C:41]=3[CH3:42])[C:36](O)=[O:37])[C:28](=[O:43])[C:27]=2[Cl:44])[N:8]([C:10]2[CH:15]=[CH:14][C:13]([Cl:16])=[C:12]([OH:17])[CH:11]=2)[N:9]=1)([CH3:4])([CH3:3])[CH3:2].CNCCNC.[CH:57]1[N:61]=[CH:60][N:59]([C:62](N2C=NC=C2)=O)[CH:58]=1. (5) Given the product [CH:1]1([CH2:4][NH:5][C:25]([C:22]2[CH:21]=[CH:20][C:19]([C:8]3[CH:9]=[C:10]([C:13]4[O:14][C:15]([CH3:18])=[N:16][N:17]=4)[CH:11]=[CH:12][C:7]=3[CH3:6])=[CH:24][CH:23]=2)=[O:26])[CH2:3][CH2:2]1, predict the reactants needed to synthesize it. The reactants are: [CH:1]1([CH2:4][NH2:5])[CH2:3][CH2:2]1.[CH3:6][C:7]1[CH:12]=[CH:11][C:10]([C:13]2[O:14][C:15]([CH3:18])=[N:16][N:17]=2)=[CH:9][C:8]=1[C:19]1[CH:24]=[CH:23][C:22]([C:25](Cl)=[O:26])=[CH:21][CH:20]=1. (6) Given the product [CH3:1][C:2]1[C:6]([C:7]2[CH:8]=[C:9]3[C:13](=[CH:14][CH:15]=2)[N:12]([CH3:27])[C:11](=[O:16])[C:10]3([CH3:23])[C:17]2[CH:18]=[CH:19][CH:20]=[CH:21][CH:22]=2)=[C:5]([CH3:24])[O:4][N:3]=1, predict the reactants needed to synthesize it. The reactants are: [CH3:1][C:2]1[C:6]([C:7]2[CH:8]=[C:9]3[C:13](=[CH:14][CH:15]=2)[NH:12][C:11](=[O:16])[C:10]3([CH3:23])[C:17]2[CH:22]=[CH:21][CH:20]=[CH:19][CH:18]=2)=[C:5]([CH3:24])[O:4][N:3]=1.[H-].[Na+].[CH3:27]I. (7) Given the product [CH3:15][O:14][N:13]([CH3:12])[C:7]([CH:4]1[CH2:3][CH2:2][O:1][CH2:6][CH2:5]1)=[O:9], predict the reactants needed to synthesize it. The reactants are: [O:1]1[CH2:6][CH2:5][CH:4]([C:7]([O:9]C)=O)[CH2:3][CH2:2]1.Cl.[CH3:12][NH:13][O:14][CH3:15].C([Mg]Cl)(C)C.O. (8) Given the product [C:1]([C:5]1[O:9][N:8]=[C:7]([NH:10][C:11]([CH:13]2[CH2:17][CH2:16][CH2:15][N:14]2[C:21]2[C:20]([Cl:19])=[CH:25][C:24]([C:26]([F:29])([F:27])[F:28])=[CH:23][N:22]=2)=[O:12])[CH:6]=1)([CH3:4])([CH3:2])[CH3:3], predict the reactants needed to synthesize it. The reactants are: [C:1]([C:5]1[O:9][N:8]=[C:7]([NH:10][C:11]([C@@H:13]2[CH2:17][CH2:16][CH2:15][NH:14]2)=[O:12])[CH:6]=1)([CH3:4])([CH3:3])[CH3:2].Cl.[Cl:19][C:20]1[C:21](F)=[N:22][CH:23]=[C:24]([C:26]([F:29])([F:28])[F:27])[CH:25]=1.C(N(CC)CC)C. (9) Given the product [NH2:16][C@@H:11]([CH2:12][CH2:13][CH2:14][CH3:15])[CH:10]([OH:9])[C:27]([NH:29][C@@H:30]([C:32]1[CH:33]=[CH:34][CH:35]=[CH:36][CH:37]=1)[CH3:31])=[O:28], predict the reactants needed to synthesize it. The reactants are: C([O:9][CH:10]([C:27]([NH:29][C@@H:30]([C:32]1[CH:37]=[CH:36][CH:35]=[CH:34][CH:33]=1)[CH3:31])=[O:28])[C@@H:11]([NH:16]C(OCC1C=CC=CC=1)=O)[CH2:12][CH2:13][CH2:14][CH3:15])(=O)C1C=CC=CC=1.[OH-].[Na+]. (10) Given the product [N:15]([CH2:2][CH2:3][CH2:4][Si:5]([O:12][CH3:13])([O:9][CH3:10])[O:6][CH3:7])=[N+:16]=[N-:17], predict the reactants needed to synthesize it. The reactants are: Cl[CH2:2][CH2:3][CH2:4][Si:5]([O:12][CH2:13]C)([O:9][CH2:10]C)[O:6][CH2:7]C.[N-:15]=[N+:16]=[N-:17].[Na+].